Regression. Given a peptide amino acid sequence and an MHC pseudo amino acid sequence, predict their binding affinity value. This is MHC class I binding data. From a dataset of Peptide-MHC class I binding affinity with 185,985 pairs from IEDB/IMGT. (1) The peptide sequence is DTWHGFKNM. The MHC is HLA-B15:17 with pseudo-sequence HLA-B15:17. The binding affinity (normalized) is 0.0847. (2) The peptide sequence is FENDIDEIL. The MHC is HLA-B48:01 with pseudo-sequence HLA-B48:01. The binding affinity (normalized) is 0.345. (3) The peptide sequence is KLDFIRNTK. The MHC is HLA-A02:03 with pseudo-sequence HLA-A02:03. The binding affinity (normalized) is 0.0847.